Dataset: Peptide-MHC class II binding affinity with 134,281 pairs from IEDB. Task: Regression. Given a peptide amino acid sequence and an MHC pseudo amino acid sequence, predict their binding affinity value. This is MHC class II binding data. (1) The peptide sequence is RRCKNIPQPVRALLE. The MHC is DRB1_1302 with pseudo-sequence DRB1_1302. The binding affinity (normalized) is 0.379. (2) The peptide sequence is PEGLLWLLLTGKVPT. The MHC is HLA-DQA10102-DQB10602 with pseudo-sequence HLA-DQA10102-DQB10602. The binding affinity (normalized) is 0.265.